Dataset: Full USPTO retrosynthesis dataset with 1.9M reactions from patents (1976-2016). Task: Predict the reactants needed to synthesize the given product. (1) Given the product [N+:1]([C:4]1[CH:10]=[CH:9][C:7]([NH:8][C:17](=[O:18])[C:16]([CH3:21])([CH3:20])[CH3:15])=[CH:6][C:5]=1[C:11]([F:12])([F:13])[F:14])([O-:3])=[O:2], predict the reactants needed to synthesize it. The reactants are: [N+:1]([C:4]1[CH:10]=[CH:9][C:7]([NH2:8])=[CH:6][C:5]=1[C:11]([F:14])([F:13])[F:12])([O-:3])=[O:2].[CH3:15][C:16]([CH3:21])([CH3:20])[C:17](Cl)=[O:18]. (2) Given the product [S:1]([OH:5])([OH:4])(=[O:3])=[O:2].[Cl:6][C:7]1[CH:12]=[CH:11][C:10]([CH:13]2[N:17]([C:18]3[CH:23]=[CH:22][C:21]([Cl:24])=[CH:20][C:19]=3[Cl:25])[N:16]=[C:15]([C:26]([NH:28][N:29]3[CH2:30][CH2:31][CH2:32][CH2:33][CH2:34]3)=[O:27])[CH2:14]2)=[CH:9][CH:8]=1, predict the reactants needed to synthesize it. The reactants are: [S:1](=[O:5])(=[O:4])([OH:3])[OH:2].[Cl:6][C:7]1[CH:12]=[CH:11][C:10]([CH:13]2[N:17]([C:18]3[CH:23]=[CH:22][C:21]([Cl:24])=[CH:20][C:19]=3[Cl:25])[N:16]=[C:15]([C:26]([NH:28][N:29]3[CH2:34][CH2:33][CH2:32][CH2:31][CH2:30]3)=[O:27])[CH2:14]2)=[CH:9][CH:8]=1. (3) Given the product [CH3:22][O:21][C:19](=[O:20])[CH:18]([CH2:39][CH:38]=[CH:37][CH2:36][Br:35])[CH2:17][C:15]([CH3:16])=[CH:14][CH2:13][C:4]1[C:5]([OH:12])=[C:6]2[C:7](=[C:2]([CH3:1])[C:3]=1[O:23][CH3:24])[CH2:8][O:9][C:10]2=[O:11], predict the reactants needed to synthesize it. The reactants are: [CH3:1][C:2]1[C:7]2[CH2:8][O:9][C:10](=[O:11])[C:6]=2[C:5]([OH:12])=[C:4]([CH2:13]/[CH:14]=[C:15](/[CH2:17][CH2:18][C:19]([O:21][CH3:22])=[O:20])\[CH3:16])[C:3]=1[O:23][CH3:24].C[Si]([N-][Si](C)(C)C)(C)C.[Na+].[Br:35][CH2:36][CH:37]=[CH:38][CH2:39]Br. (4) Given the product [C:32]([N:29]1[CH2:30][CH2:31][C@@H:27]([NH:26][S:13]([C:5]2[CH:4]=[C:3]([C:2]([F:18])([F:17])[F:1])[CH:8]=[C:7]([C:9]([F:12])([F:11])[F:10])[CH:6]=2)(=[O:15])=[O:14])[CH2:28]1)#[N:21], predict the reactants needed to synthesize it. The reactants are: [F:1][C:2]([F:18])([F:17])[C:3]1[CH:4]=[C:5]([S:13](Cl)(=[O:15])=[O:14])[CH:6]=[C:7]([C:9]([F:12])([F:11])[F:10])[CH:8]=1.C([N:21](CC)CC)C.[NH2:26][C@@H:27]1[CH2:31][CH2:30][N:29]([C:32](OC(C)(C)C)=O)[CH2:28]1.CCN(C(C)C)C(C)C.BrC#N. (5) Given the product [NH2:44][CH2:45][CH2:46][N:47]1[C:51](=[O:52])/[C:50](=[CH:53]/[C:54]2[CH:59]=[CH:58][CH:57]=[CH:56][CH:55]=2)/[S:49][C:48]1=[O:63], predict the reactants needed to synthesize it. The reactants are: C(=O)C1C=CC=CC=1.C(NCCN1C(=O)CSC1=O)(C1C=CC=CC=1)(C1C=CC=CC=1)C1C=CC=CC=1.N1CCCCC1.[NH2:44][CH2:45][CH2:46][N:47]1[C:51](=[O:52])[CH:50]([CH2:53][C:54]2[CH:59]=[CH:58][C:57](OCC)=[CH:56][CH:55]=2)[S:49][C:48]1=[O:63]. (6) Given the product [C:28]([O:27][C:26]([NH:25][C:21]1[CH:20]=[C:19]([C@H:16]([NH:15][C:13]([C:11]2[S:12][C:8]([CH:7]([C:1]3[CH:2]=[CH:3][CH:4]=[CH:5][CH:6]=3)[C:33]3[CH:34]=[CH:35][CH:36]=[CH:37][CH:38]=3)=[CH:9][CH:10]=2)=[O:14])[C:17]([OH:54])=[O:18])[CH:24]=[CH:23][CH:22]=1)=[O:32])([CH3:31])([CH3:30])[CH3:29], predict the reactants needed to synthesize it. The reactants are: [C:1]1([CH:7]([C:33]2[CH:38]=[CH:37][CH:36]=[CH:35][CH:34]=2)[C:8]2[S:12][C:11]([C:13]([NH:15][C@@H:16]([C:19]3[CH:20]=[C:21]([NH:25][C:26](=[O:32])[O:27][C:28]([CH3:31])([CH3:30])[CH3:29])[CH:22]=[CH:23][CH:24]=3)[CH2:17][OH:18])=[O:14])=[CH:10][CH:9]=2)[CH:6]=[CH:5][CH:4]=[CH:3][CH:2]=1.[Br-].[K+].CC1(C)N([O])C(C)(C)CCC1.CC(C)=[O:54].